From a dataset of Forward reaction prediction with 1.9M reactions from USPTO patents (1976-2016). Predict the product of the given reaction. (1) Given the reactants C(O[C:6](/[CH:8]=[CH:9]/[C:10]1[N:15]=[CH:14][C:13](/[CH:16]=[CH:17]/[C:18]([O:20][CH2:21][CH3:22])=[O:19])=[CH:12][CH:11]=1)=[O:7])(C)(C)C.C(O)(C(F)(F)F)=O.C(Cl)CCl.C1C=CC2N(O)N=NC=2C=1.[NH2:44][O:45][CH:46]1[CH2:51][CH2:50][CH2:49][CH2:48][O:47]1, predict the reaction product. The product is: [O:47]1[CH2:48][CH2:49][CH2:50][CH2:51][CH:46]1[O:45][NH:44][C:6](/[CH:8]=[CH:9]/[C:10]1[N:15]=[CH:14][C:13](/[CH:16]=[CH:17]/[C:18]([O:20][CH2:21][CH3:22])=[O:19])=[CH:12][CH:11]=1)=[O:7]. (2) Given the reactants [CH:1]1([N:7]2[C:10](=[O:11])[C:9]([CH3:13])([CH3:12])[NH:8]2)[CH2:6][CH2:5][CH2:4][CH2:3][CH2:2]1.[Cl:14][C:15]1[CH:22]=[CH:21][CH:20]=[CH:19][C:16]=1[CH2:17]Br, predict the reaction product. The product is: [Cl:14][C:15]1[CH:22]=[CH:21][CH:20]=[CH:19][C:16]=1[CH2:17][N:8]1[C:9]([CH3:13])([CH3:12])[C:10](=[O:11])[N:7]1[CH:1]1[CH2:2][CH2:3][CH2:4][CH2:5][CH2:6]1.